From a dataset of NCI-60 drug combinations with 297,098 pairs across 59 cell lines. Regression. Given two drug SMILES strings and cell line genomic features, predict the synergy score measuring deviation from expected non-interaction effect. (1) Drug 1: COC1=C(C=C2C(=C1)N=CN=C2NC3=CC(=C(C=C3)F)Cl)OCCCN4CCOCC4. Drug 2: C1CN(CCN1C(=O)CCBr)C(=O)CCBr. Cell line: UO-31. Synergy scores: CSS=42.6, Synergy_ZIP=1.13, Synergy_Bliss=4.68, Synergy_Loewe=5.76, Synergy_HSA=7.14. (2) Drug 1: C1=CC(=CC=C1CCC2=CNC3=C2C(=O)NC(=N3)N)C(=O)NC(CCC(=O)O)C(=O)O. Drug 2: CCC1(CC2CC(C3=C(CCN(C2)C1)C4=CC=CC=C4N3)(C5=C(C=C6C(=C5)C78CCN9C7C(C=CC9)(C(C(C8N6C)(C(=O)OC)O)OC(=O)C)CC)OC)C(=O)OC)O.OS(=O)(=O)O. Cell line: SK-MEL-28. Synergy scores: CSS=26.1, Synergy_ZIP=-7.88, Synergy_Bliss=-2.15, Synergy_Loewe=-2.61, Synergy_HSA=-1.93. (3) Drug 1: CC(C1=C(C=CC(=C1Cl)F)Cl)OC2=C(N=CC(=C2)C3=CN(N=C3)C4CCNCC4)N. Drug 2: C1CNP(=O)(OC1)N(CCCl)CCCl. Cell line: U251. Synergy scores: CSS=-0.716, Synergy_ZIP=0.915, Synergy_Bliss=0.958, Synergy_Loewe=-3.39, Synergy_HSA=-1.16. (4) Drug 1: C1=NC2=C(N1)C(=S)N=C(N2)N. Drug 2: CNC(=O)C1=NC=CC(=C1)OC2=CC=C(C=C2)NC(=O)NC3=CC(=C(C=C3)Cl)C(F)(F)F. Cell line: CAKI-1. Synergy scores: CSS=54.6, Synergy_ZIP=-1.74, Synergy_Bliss=-3.50, Synergy_Loewe=-2.88, Synergy_HSA=0.928. (5) Drug 2: C1=CC=C(C(=C1)C(C2=CC=C(C=C2)Cl)C(Cl)Cl)Cl. Drug 1: CCC1(CC2CC(C3=C(CCN(C2)C1)C4=CC=CC=C4N3)(C5=C(C=C6C(=C5)C78CCN9C7C(C=CC9)(C(C(C8N6C)(C(=O)OC)O)OC(=O)C)CC)OC)C(=O)OC)O.OS(=O)(=O)O. Synergy scores: CSS=3.12, Synergy_ZIP=-1.19, Synergy_Bliss=0.169, Synergy_Loewe=-5.30, Synergy_HSA=-0.0184. Cell line: ACHN. (6) Drug 1: CS(=O)(=O)CCNCC1=CC=C(O1)C2=CC3=C(C=C2)N=CN=C3NC4=CC(=C(C=C4)OCC5=CC(=CC=C5)F)Cl. Drug 2: CC1=C(C(=O)C2=C(C1=O)N3CC4C(C3(C2COC(=O)N)OC)N4)N. Cell line: HCT116. Synergy scores: CSS=19.8, Synergy_ZIP=2.10, Synergy_Bliss=-1.08, Synergy_Loewe=-36.2, Synergy_HSA=-8.62. (7) Cell line: MDA-MB-435. Drug 1: CC1OCC2C(O1)C(C(C(O2)OC3C4COC(=O)C4C(C5=CC6=C(C=C35)OCO6)C7=CC(=C(C(=C7)OC)O)OC)O)O. Synergy scores: CSS=12.7, Synergy_ZIP=-0.279, Synergy_Bliss=0.799, Synergy_Loewe=-0.489, Synergy_HSA=-1.66. Drug 2: CC12CCC3C(C1CCC2O)C(CC4=C3C=CC(=C4)O)CCCCCCCCCS(=O)CCCC(C(F)(F)F)(F)F.